From a dataset of NCI-60 drug combinations with 297,098 pairs across 59 cell lines. Regression. Given two drug SMILES strings and cell line genomic features, predict the synergy score measuring deviation from expected non-interaction effect. (1) Drug 1: CCC1=C2CN3C(=CC4=C(C3=O)COC(=O)C4(CC)O)C2=NC5=C1C=C(C=C5)O. Drug 2: CN(CC1=CN=C2C(=N1)C(=NC(=N2)N)N)C3=CC=C(C=C3)C(=O)NC(CCC(=O)O)C(=O)O. Cell line: MOLT-4. Synergy scores: CSS=58.2, Synergy_ZIP=-4.55, Synergy_Bliss=0.992, Synergy_Loewe=-8.12, Synergy_HSA=-0.0514. (2) Drug 1: CNC(=O)C1=CC=CC=C1SC2=CC3=C(C=C2)C(=NN3)C=CC4=CC=CC=N4. Drug 2: CC1CCC2CC(C(=CC=CC=CC(CC(C(=O)C(C(C(=CC(C(=O)CC(OC(=O)C3CCCCN3C(=O)C(=O)C1(O2)O)C(C)CC4CCC(C(C4)OC)O)C)C)O)OC)C)C)C)OC. Cell line: UACC62. Synergy scores: CSS=27.3, Synergy_ZIP=6.03, Synergy_Bliss=7.20, Synergy_Loewe=0.445, Synergy_HSA=8.58. (3) Drug 1: CC(C1=C(C=CC(=C1Cl)F)Cl)OC2=C(N=CC(=C2)C3=CN(N=C3)C4CCNCC4)N. Drug 2: C1C(C(OC1N2C=NC3=C(N=C(N=C32)Cl)N)CO)O. Cell line: OVCAR-4. Synergy scores: CSS=-3.85, Synergy_ZIP=1.95, Synergy_Bliss=-2.12, Synergy_Loewe=-4.22, Synergy_HSA=-5.54. (4) Drug 1: CC1=C(C(CCC1)(C)C)C=CC(=CC=CC(=CC(=O)O)C)C. Drug 2: C1=NNC2=C1C(=O)NC=N2. Cell line: EKVX. Synergy scores: CSS=3.30, Synergy_ZIP=-2.56, Synergy_Bliss=-3.65, Synergy_Loewe=-5.94, Synergy_HSA=-4.04. (5) Drug 1: C1CC(C1)(C(=O)O)C(=O)O.[NH2-].[NH2-].[Pt+2]. Drug 2: CN(C(=O)NC(C=O)C(C(C(CO)O)O)O)N=O. Cell line: ACHN. Synergy scores: CSS=10.6, Synergy_ZIP=-4.22, Synergy_Bliss=-1.98, Synergy_Loewe=-16.1, Synergy_HSA=-3.34. (6) Cell line: UACC62. Synergy scores: CSS=55.4, Synergy_ZIP=4.59, Synergy_Bliss=4.24, Synergy_Loewe=3.29, Synergy_HSA=3.64. Drug 2: CCCCC(=O)OCC(=O)C1(CC(C2=C(C1)C(=C3C(=C2O)C(=O)C4=C(C3=O)C=CC=C4OC)O)OC5CC(C(C(O5)C)O)NC(=O)C(F)(F)F)O. Drug 1: C1=NC2=C(N=C(N=C2N1C3C(C(C(O3)CO)O)F)Cl)N. (7) Drug 1: COC1=C(C=C2C(=C1)N=CN=C2NC3=CC(=C(C=C3)F)Cl)OCCCN4CCOCC4. Drug 2: C(CN)CNCCSP(=O)(O)O. Cell line: SN12C. Synergy scores: CSS=11.4, Synergy_ZIP=-2.14, Synergy_Bliss=-1.86, Synergy_Loewe=-16.6, Synergy_HSA=-4.30. (8) Drug 1: C1CCC(C1)C(CC#N)N2C=C(C=N2)C3=C4C=CNC4=NC=N3. Drug 2: C1CN1P(=S)(N2CC2)N3CC3. Cell line: MDA-MB-435. Synergy scores: CSS=-19.4, Synergy_ZIP=2.76, Synergy_Bliss=-12.3, Synergy_Loewe=-19.1, Synergy_HSA=-18.4.